Dataset: Full USPTO retrosynthesis dataset with 1.9M reactions from patents (1976-2016). Task: Predict the reactants needed to synthesize the given product. (1) The reactants are: [N:1]1([C:7]2[CH:12]=[CH:11][C:10]([NH:13][C:14]([C:16]3[C:17]([C:22]4[CH:27]=[CH:26][C:25]([C:28]([F:31])([F:30])[F:29])=[CH:24][CH:23]=4)=[CH:18][CH:19]=[CH:20][CH:21]=3)=[O:15])=[CH:9][CH:8]=2)[CH2:6][CH2:5][NH:4][CH2:3][CH2:2]1.[C:32](OC(=O)C)(=[O:34])[CH3:33]. Given the product [C:32]([N:4]1[CH2:5][CH2:6][N:1]([C:7]2[CH:8]=[CH:9][C:10]([NH:13][C:14]([C:16]3[C:17]([C:22]4[CH:27]=[CH:26][C:25]([C:28]([F:29])([F:31])[F:30])=[CH:24][CH:23]=4)=[CH:18][CH:19]=[CH:20][CH:21]=3)=[O:15])=[CH:11][CH:12]=2)[CH2:2][CH2:3]1)(=[O:34])[CH3:33], predict the reactants needed to synthesize it. (2) Given the product [C:4]1(/[CH:3]=[CH:2]/[C:11]2[CH:16]=[CH:15][CH:14]=[CH:13][CH:12]=2)[CH:9]=[CH:8][CH:7]=[CH:6][CH:5]=1.[Br:1]/[CH:2]=[CH:3]/[C:4]1[CH:9]=[CH:8][CH:7]=[CH:6][CH:5]=1, predict the reactants needed to synthesize it. The reactants are: [Br:1]/[CH:2]=[CH:3]/[C:4]1[CH:9]=[CH:8][CH:7]=[CH:6][CH:5]=1.[I-].[C:11]1([Zn+])[CH:16]=[CH:15][CH:14]=[CH:13][CH:12]=1.